This data is from Full USPTO retrosynthesis dataset with 1.9M reactions from patents (1976-2016). The task is: Predict the reactants needed to synthesize the given product. (1) Given the product [CH:2]([C:3]1[CH:4]=[CH:5][C:6]([NH:9][C:10](=[O:38])[CH2:11][O:12][C:13]2[CH:14]=[C:15]([C@@H:19]([NH:26][C:27](=[O:37])[O:28][C@@H:29]3[CH:34]4[CH2:33][CH2:32][N:31]([CH2:36][CH2:35]4)[CH2:30]3)[C:20]3[CH:25]=[CH:24][CH:23]=[CH:22][CH:21]=3)[CH:16]=[CH:17][CH:18]=2)=[CH:7][CH:8]=1)=[O:1], predict the reactants needed to synthesize it. The reactants are: [OH:1][CH2:2][C:3]1[CH:8]=[CH:7][C:6]([NH:9][C:10](=[O:38])[CH2:11][O:12][C:13]2[CH:14]=[C:15]([C@@H:19]([NH:26][C:27](=[O:37])[O:28][C@@H:29]3[CH:34]4[CH2:35][CH2:36][N:31]([CH2:32][CH2:33]4)[CH2:30]3)[C:20]3[CH:25]=[CH:24][CH:23]=[CH:22][CH:21]=3)[CH:16]=[CH:17][CH:18]=2)=[CH:5][CH:4]=1. (2) Given the product [O:26]1[CH:27]=[CH:28][CH:29]=[C:25]1[C:23]1[N:24]=[C:20]([NH:19][C:17]([CH:14]2[CH2:15][CH2:16][NH:11][CH2:12][CH2:13]2)=[O:18])[S:21][C:22]=1[N:30]1[CH2:35][CH2:34][O:33][CH2:32][CH2:31]1, predict the reactants needed to synthesize it. The reactants are: C(OC([N:11]1[CH2:16][CH2:15][CH:14]([C:17]([NH:19][C:20]2[S:21][C:22]([N:30]3[CH2:35][CH2:34][O:33][CH2:32][CH2:31]3)=[C:23]([C:25]3[O:26][CH:27]=[CH:28][CH:29]=3)[N:24]=2)=[O:18])[CH2:13][CH2:12]1)=O)C1C=CC=CC=1.CSC.N. (3) Given the product [CH3:4][N:5]1[CH2:18][CH2:17][C:8]2[N:9]([CH2:20][C:21]([N:23]3[CH2:28][CH2:27][CH2:26][CH2:25][CH2:24]3)=[O:22])[C:10]3[CH:11]=[CH:12][C:13]([CH3:16])=[CH:14][C:15]=3[C:7]=2[CH2:6]1, predict the reactants needed to synthesize it. The reactants are: Cl.[H-].[Na+].[CH3:4][N:5]1[CH2:18][CH2:17][C:8]2[NH:9][C:10]3[CH:11]=[CH:12][C:13]([CH3:16])=[CH:14][C:15]=3[C:7]=2[CH2:6]1.Cl[CH2:20][C:21]([N:23]1[CH2:28][CH2:27][CH2:26][CH2:25][CH2:24]1)=[O:22]. (4) Given the product [Cl:1][C:2]1[CH:3]=[C:4]([CH:9]=[C:10]([I:13])[C:11]=1[O:12][CH3:14])[C:5]([O:7][CH3:8])=[O:6], predict the reactants needed to synthesize it. The reactants are: [Cl:1][C:2]1[CH:3]=[C:4]([CH:9]=[C:10]([I:13])[C:11]=1[OH:12])[C:5]([O:7][CH3:8])=[O:6].[C:14](=O)([O-])[O-].[K+].[K+].COS(=O)(=O)OC. (5) Given the product [Cl:16][C:13]1[CH:14]=[CH:15][C:10]([CH2:9][O:8][C:6]2[CH:5]=[CH:4][NH:3][C:2](=[O:17])[N:7]=2)=[CH:11][CH:12]=1, predict the reactants needed to synthesize it. The reactants are: Cl[C:2]1[N:7]=[C:6]([O:8][CH2:9][C:10]2[CH:15]=[CH:14][C:13]([Cl:16])=[CH:12][CH:11]=2)[CH:5]=[CH:4][N:3]=1.[OH-:17].[Na+].